The task is: Predict the reactants needed to synthesize the given product.. This data is from Full USPTO retrosynthesis dataset with 1.9M reactions from patents (1976-2016). (1) Given the product [ClH:38].[NH2:27][CH2:26][CH:25]([C:3]1[CH:4]=[CH:5][C:6]([C:8]2[C:9]3[C:10]4[CH:24]=[CH:23][S:22][C:11]=4[C:12](=[O:21])[NH:13][C:14]=3[C:15]([CH3:20])=[CH:16][C:17]=2[O:18][CH3:19])=[CH:7][C:2]=1[F:1])[CH:35]([CH3:37])[CH3:36], predict the reactants needed to synthesize it. The reactants are: [F:1][C:2]1[CH:7]=[C:6]([C:8]2[C:9]3[C:10]4[CH:24]=[CH:23][S:22][C:11]=4[C:12](=[O:21])[NH:13][C:14]=3[C:15]([CH3:20])=[CH:16][C:17]=2[O:18][CH3:19])[CH:5]=[CH:4][C:3]=1[CH:25]([CH:35]([CH3:37])[CH3:36])[CH2:26][NH:27]C(=O)OC(C)(C)C.[ClH:38]. (2) The reactants are: [CH3:1][O:2][C:3](=[O:18])[C:4]1[CH:9]=[C:8]([C:10]([F:13])([F:12])[F:11])[CH:7]=[C:6]([S:14](Cl)(=[O:16])=[O:15])[CH:5]=1.S([O-])([O-])=O.[Na+].[Na+].C(=O)([O-])O.[Na+].I[CH:31]([CH3:33])[CH3:32]. Given the product [CH3:1][O:2][C:3](=[O:18])[C:4]1[CH:9]=[C:8]([C:10]([F:13])([F:12])[F:11])[CH:7]=[C:6]([S:14]([CH:31]([CH3:33])[CH3:32])(=[O:16])=[O:15])[CH:5]=1, predict the reactants needed to synthesize it.